Dataset: Acute oral toxicity (LD50) regression data from Zhu et al.. Task: Regression/Classification. Given a drug SMILES string, predict its toxicity properties. Task type varies by dataset: regression for continuous values (e.g., LD50, hERG inhibition percentage) or binary classification for toxic/non-toxic outcomes (e.g., AMES mutagenicity, cardiotoxicity, hepatotoxicity). Dataset: ld50_zhu. (1) The molecule is Cc1cc(=O)n(-c2ccccc2)n1C. The rat oral LD50 is 2.04, given as -log10 of the dose in mol/kg body weight (higher means more acutely toxic). (2) The molecule is CCC(CC)C(=O)OCC(Cl)(Cl)Cl. The rat oral LD50 is 2.44, given as -log10 of the dose in mol/kg body weight (higher means more acutely toxic). (3) The compound is O=S1(=O)CCN(c2ccccc2)CC1. The rat oral LD50 is 2.42, given as -log10 of the dose in mol/kg body weight (higher means more acutely toxic). (4) The compound is COP(=S)(OC)Oc1ccc(C#N)cc1Cl. The rat oral LD50 is 3.44, given as -log10 of the dose in mol/kg body weight (higher means more acutely toxic). (5) The molecule is FC(F)(F)C(F)(F)OC(F)(F)C(F)(F)F. The rat oral LD50 is 1.10, given as -log10 of the dose in mol/kg body weight (higher means more acutely toxic).